This data is from Full USPTO retrosynthesis dataset with 1.9M reactions from patents (1976-2016). The task is: Predict the reactants needed to synthesize the given product. (1) Given the product [C:9]1([CH:8]([C:15]2[CH:20]=[CH:19][CH:18]=[CH:17][CH:16]=2)[C:5]2[CH:6]=[CH:7][C:2](/[CH:21]=[CH:22]/[C:23]3[CH:28]=[CH:27][CH:26]=[CH:25][CH:24]=3)=[CH:3][CH:4]=2)[CH:14]=[CH:13][CH:12]=[CH:11][CH:10]=1, predict the reactants needed to synthesize it. The reactants are: Br[C:2]1[CH:7]=[CH:6][C:5]([CH:8]([C:15]2[CH:20]=[CH:19][CH:18]=[CH:17][CH:16]=2)[C:9]2[CH:14]=[CH:13][CH:12]=[CH:11][CH:10]=2)=[CH:4][CH:3]=1.[CH:21](/B(O)O)=[CH:22]\[C:23]1[CH:28]=[CH:27][CH:26]=[CH:25][CH:24]=1.OP(O)(O)=O.CN(C=O)C. (2) Given the product [C:1]12([NH:6][C:7]([C:9]3[CH:10]=[C:11]([C:15]4[CH:16]=[C:17]5[C:32]([C:33]([NH:35][CH3:36])=[O:34])=[C:31]([C:37]6[CH:38]=[CH:39][C:40]([F:43])=[CH:41][CH:42]=6)[O:30][C:18]5=[N:19][C:20]=4[NH:21][S:22]([CH3:25])(=[O:23])=[O:24])[CH:12]=[CH:13][CH:14]=3)=[O:8])[CH2:4][CH:3]([CH2:5]1)[CH2:2]2, predict the reactants needed to synthesize it. The reactants are: [C:1]12([NH:6][C:7]([C:9]3[CH:10]=[C:11]([C:15]4[CH:16]=[C:17]5[C:32]([C:33]([NH:35][CH3:36])=[O:34])=[C:31]([C:37]6[CH:42]=[CH:41][C:40]([F:43])=[CH:39][CH:38]=6)[O:30][C:18]5=[N:19][C:20]=4[N:21](S(C)(=O)=O)[S:22]([CH3:25])(=[O:24])=[O:23])[CH:12]=[CH:13][CH:14]=3)=[O:8])[CH2:5][CH:3]([CH2:4]1)[CH2:2]2.C([O-])([O-])=O.[Cs+].[Cs+]. (3) Given the product [NH2:14][C:12]1[C:11]2[C:6](=[CH:7][CH:8]=[CH:9][CH:10]=2)[CH:5]=[C:4]([NH2:1])[CH:13]=1, predict the reactants needed to synthesize it. The reactants are: [N+:1]([C:4]1[CH:13]=[C:12]([N+:14]([O-])=O)[C:11]2[C:6](=[CH:7][CH:8]=[CH:9][CH:10]=2)[C:5]=1O)([O-])=O.[I-].[Na+].[I-]. (4) Given the product [C:21]([O:20][C:18]([N:1]([C:37]([O:36][C:33]([CH3:35])([CH3:34])[CH3:32])=[O:38])[C@@H:2]([C:8]([O:10][CH2:11][C:12]1[CH:13]=[CH:14][CH:15]=[CH:16][CH:17]=1)=[O:9])[CH2:3][CH2:4][C:5]([O:6][CH3:25])=[O:7])=[O:19])([CH3:24])([CH3:23])[CH3:22], predict the reactants needed to synthesize it. The reactants are: [NH:1]([C:18]([O:20][C:21]([CH3:24])([CH3:23])[CH3:22])=[O:19])[C@@H:2]([C:8]([O:10][CH2:11][C:12]1[CH:17]=[CH:16][CH:15]=[CH:14][CH:13]=1)=[O:9])[CH2:3][CH2:4][C:5](=[O:7])[OH:6].[CH3:25][Si](C=[N+]=[N-])(C)C.[CH3:32][C:33]([O:36][C:37](O[C:37]([O:36][C:33]([CH3:35])([CH3:34])[CH3:32])=[O:38])=[O:38])([CH3:35])[CH3:34]. (5) Given the product [C:1]([O:5][C:6]([N:8]1[CH2:13][CH2:12][CH:11]([NH:14][C:15]2[O:16][C:17]3[CH:23]=[CH:22][C:21]([O:24][CH2:26][CH2:27][CH2:28][O:29][CH3:30])=[CH:20][C:18]=3[N:19]=2)[CH2:10][CH2:9]1)=[O:7])([CH3:4])([CH3:2])[CH3:3], predict the reactants needed to synthesize it. The reactants are: [C:1]([O:5][C:6]([N:8]1[CH2:13][CH2:12][CH:11]([NH:14][C:15]2[O:16][C:17]3[CH:23]=[CH:22][C:21]([OH:24])=[CH:20][C:18]=3[N:19]=2)[CH2:10][CH2:9]1)=[O:7])([CH3:4])([CH3:3])[CH3:2].Br[CH2:26][CH2:27][CH2:28][O:29][CH3:30].C(=O)([O-])[O-].[K+].[K+]. (6) Given the product [F:2][C:3]1[C:8]([O:9][CH3:10])=[CH:7][CH:6]=[CH:5][C:4]=1[C:11]1[CH:15]=[C:14]([CH2:16][CH2:17][C@@:18]([CH3:33])([S:29]([CH3:32])(=[O:31])=[O:30])[C:19]([NH:21][OH:22])=[O:20])[O:13][N:12]=1, predict the reactants needed to synthesize it. The reactants are: Cl.[F:2][C:3]1[C:8]([O:9][CH3:10])=[CH:7][CH:6]=[CH:5][C:4]=1[C:11]1[CH:15]=[C:14]([CH2:16][CH2:17][C@@:18]([CH3:33])([S:29]([CH3:32])(=[O:31])=[O:30])[C:19]([NH:21][O:22]C2CCCCO2)=[O:20])[O:13][N:12]=1.